From a dataset of Full USPTO retrosynthesis dataset with 1.9M reactions from patents (1976-2016). Predict the reactants needed to synthesize the given product. (1) Given the product [C:3]1([C:8]2[CH:9]=[CH:10][CH:11]=[CH:12][CH:13]=2)[CH:4]=[CH:5][CH:6]=[CH:7][C:2]=1[NH:1][S:21]([C:18]1[CH:19]=[CH:20][C:15]([CH3:14])=[CH:16][CH:17]=1)(=[O:23])=[O:22], predict the reactants needed to synthesize it. The reactants are: [NH2:1][C:2]1[CH:7]=[CH:6][CH:5]=[CH:4][C:3]=1[C:8]1[CH:13]=[CH:12][CH:11]=[CH:10][CH:9]=1.[CH3:14][C:15]1[CH:20]=[CH:19][C:18]([S:21](Cl)(=[O:23])=[O:22])=[CH:17][CH:16]=1. (2) Given the product [Cl:1][C:2]1[CH:3]=[C:4]([NH:8][C:9]2[N:14]=[CH:13][N:12]=[C:11]([C:15]3[CH:20]=[CH:19][N:18]=[C:27]([C:26]([OH:23])=[O:28])[CH:16]=3)[N:10]=2)[CH:5]=[CH:6][CH:7]=1, predict the reactants needed to synthesize it. The reactants are: [Cl:1][C:2]1[CH:3]=[C:4]([NH:8][C:9]2[N:14]=[CH:13][N:12]=[C:11]([C:15]3[CH:20]=[CH:19][N:18]=C(C#N)[CH:16]=3)[N:10]=2)[CH:5]=[CH:6][CH:7]=1.[OH-:23].[Na+].Cl.[CH2:26]([OH:28])[CH3:27]. (3) The reactants are: [F:1][C:2]([F:7])([F:6])[C:3]([O-:5])=[O:4].[C:8]([CH2:11][N+:12]12[CH2:19][CH2:18][CH:15]([CH2:16][CH2:17]1)[C@@H:14]([O:20][C:21](=[O:36])[C:22]([OH:35])([C:29]1[CH:34]=[CH:33][CH:32]=[CH:31][CH:30]=1)[C:23]1[CH:28]=[CH:27][CH:26]=[CH:25][CH:24]=1)[CH2:13]2)([OH:10])=O.CCN(C(C)C)C(C)C.CN(C(ON1N=NC2C=CC=NC1=2)=[N+](C)C)C.F[P-](F)(F)(F)(F)F.Cl.[CH2:71]([C:73]1[CH:74]=[C:75]2[C:79](=[CH:80][C:81]=1[CH2:82][CH3:83])[CH2:78][CH:77]([NH2:84])[CH2:76]2)[CH3:72]. Given the product [F:1][C:2]([F:7])([F:6])[C:3]([OH:5])=[O:4].[F:1][C:2]([F:7])([F:6])[C:3]([O-:5])=[O:4].[CH2:82]([C:81]1[CH:80]=[C:79]2[C:75](=[CH:74][C:73]=1[CH2:71][CH3:72])[CH2:76][CH:77]([NH:84][C:8]([CH2:11][N+:12]13[CH2:17][CH2:16][CH:15]([CH2:18][CH2:19]1)[CH:14]([O:20][C:21](=[O:36])[C:22]([OH:35])([C:29]1[CH:34]=[CH:33][CH:32]=[CH:31][CH:30]=1)[C:23]1[CH:24]=[CH:25][CH:26]=[CH:27][CH:28]=1)[CH2:13]3)=[O:10])[CH2:78]2)[CH3:83], predict the reactants needed to synthesize it. (4) Given the product [N:35]#[S:36][Cl:37].[CH3:34][N:18]([CH3:17])[C:19](=[O:33])[C@H:20]([C:26]1[CH:27]=[CH:28][C:29]([O:9][CH2:7][C:6]2[S:5][C:4]([C:10]3[CH:15]=[CH:14][C:13]([CH3:16])=[CH:12][CH:11]=3)=[N:3][C:2]=2[CH3:1])=[CH:30][CH:31]=1)[CH2:21][C:22]([OH:24])=[O:23], predict the reactants needed to synthesize it. The reactants are: [CH3:1][C:2]1[N:3]=[C:4]([C:10]2[CH:15]=[CH:14][C:13]([CH3:16])=[CH:12][CH:11]=2)[S:5][C:6]=1[C:7]([OH:9])=O.[CH3:17][N:18]([CH3:34])[C:19](=[O:33])[C@H:20]([C:26]1[CH:31]=[CH:30][C:29](O)=[CH:28][CH:27]=1)[CH2:21][C:22]([O:24]C)=[O:23].[N:35]#[S:36][Cl:37].C(=O)([O-])[O-].[Cs+].[Cs+].[OH-].[Na+]. (5) The reactants are: [C:1]1([C:7]2[N:8]([S:29]([C:32]3[CH:37]=[CH:36][CH:35]=[CH:34][CH:33]=3)(=[O:31])=[O:30])[C:9]3[C:14]([CH:15]=2)=[C:13]([N:16]2[CH2:21][CH2:20][N:19](C(OC(C)(C)C)=O)[CH2:18][CH2:17]2)[CH:12]=[CH:11][CH:10]=3)[CH:6]=[CH:5][CH:4]=[CH:3][CH:2]=1.[ClH:38]. Given the product [ClH:38].[C:1]1([C:7]2[N:8]([S:29]([C:32]3[CH:33]=[CH:34][CH:35]=[CH:36][CH:37]=3)(=[O:30])=[O:31])[C:9]3[C:14]([CH:15]=2)=[C:13]([N:16]2[CH2:21][CH2:20][NH:19][CH2:18][CH2:17]2)[CH:12]=[CH:11][CH:10]=3)[CH:2]=[CH:3][CH:4]=[CH:5][CH:6]=1, predict the reactants needed to synthesize it. (6) Given the product [CH:1]1([CH:4]2[C:13]3[C:8](=[CH:9][CH:10]=[CH:11][CH:12]=3)[N:7]([CH2:14][C:15]([NH2:17])=[O:16])[CH2:6][CH2:5]2)[CH2:2][CH2:3]1, predict the reactants needed to synthesize it. The reactants are: [CH:1]1([C:4]2[C:13]3[C:8](=[CH:9][CH:10]=[CH:11][CH:12]=3)[N:7]([CH2:14][C:15]([NH2:17])=[O:16])[CH2:6][CH:5]=2)[CH2:3][CH2:2]1. (7) Given the product [Cl:1][C:2]1[CH:7]=[CH:6][C:5]([NH2:8])=[CH:4][C:3]=1[C:11]1[CH:12]=[CH:13][C:14]2[N:15]=[CH:16][N:17]=[CH:18][C:19]=2[N:20]=1, predict the reactants needed to synthesize it. The reactants are: [Cl:1][C:2]1[CH:7]=[CH:6][C:5]([N+:8]([O-])=O)=[CH:4][C:3]=1[C:11]1[CH:12]=[CH:13][C:14]2[N:15]=[CH:16][N:17]=[CH:18][C:19]=2[N:20]=1.[Sn](Cl)Cl.C([O-])(O)=O.[Na+].[OH-].[Na+]. (8) Given the product [N:51]1([CH2:57][CH2:58][O:29][C:28](=[O:30])[C@H:27]([OH:31])[CH2:26][N:15]([CH2:14][C:11]2[CH:10]=[CH:9][C:8]([C:6]3[CH:7]=[C:2]([Cl:1])[CH:3]=[CH:4][C:5]=3[F:32])=[CH:13][CH:12]=2)[NH:16][C:17]([C:19]2[O:23][N:22]=[C:21]([O:24][CH3:25])[CH:20]=2)=[O:18])[CH2:56][CH2:55][O:54][CH2:53][CH2:52]1, predict the reactants needed to synthesize it. The reactants are: [Cl:1][C:2]1[CH:3]=[CH:4][C:5]([F:32])=[C:6]([C:8]2[CH:13]=[CH:12][C:11]([CH2:14][N:15]([CH2:26][C@@H:27]([OH:31])[C:28]([OH:30])=[O:29])[NH:16][C:17]([C:19]3[O:23][N:22]=[C:21]([O:24][CH3:25])[CH:20]=3)=[O:18])=[CH:10][CH:9]=2)[CH:7]=1.C(Cl)CCl.C1C=C2N=NN(O)C2=CC=1.O.C(Cl)Cl.[N:51]1([CH2:57][CH2:58]O)[CH2:56][CH2:55][O:54][CH2:53][CH2:52]1.